Dataset: Full USPTO retrosynthesis dataset with 1.9M reactions from patents (1976-2016). Task: Predict the reactants needed to synthesize the given product. Given the product [NH2:8][CH:9]([C:20]1[CH:25]=[CH:24][C:23]([C:26]2[CH:31]=[CH:30][C:29]([O:32][CH2:33][CH2:34][CH2:35][CH2:36][CH2:37][CH2:38][CH2:39][CH3:40])=[C:28]([C:41]([F:44])([F:42])[F:43])[CH:27]=2)=[CH:22][N:21]=1)[CH2:10][OH:11], predict the reactants needed to synthesize it. The reactants are: C(OC([NH:8][C:9]([C:20]1[CH:25]=[CH:24][C:23]([C:26]2[CH:31]=[CH:30][C:29]([O:32][CH2:33][CH2:34][CH2:35][CH2:36][CH2:37][CH2:38][CH2:39][CH3:40])=[C:28]([C:41]([F:44])([F:43])[F:42])[CH:27]=2)=[CH:22][N:21]=1)(C(OCC)=O)[C:10](OCC)=[O:11])=O)(C)(C)C.[Li+].[BH4-].C(O)C.